From a dataset of Catalyst prediction with 721,799 reactions and 888 catalyst types from USPTO. Predict which catalyst facilitates the given reaction. (1) Reactant: [CH2:1]([O:3][C:4]([C:6]1[C:7](=[O:18])[NH:8][N:9]=[C:10]([C:13]2[S:14][CH:15]=[CH:16][CH:17]=2)[C:11]=1[OH:12])=[O:5])[CH3:2].[H-].[Na+].Br[CH2:22][CH2:23][C:24]([CH3:27])([CH3:26])[CH3:25]. Product: [CH2:1]([O:3][C:4]([C:6]1[C:7](=[O:18])[N:8]([CH2:22][CH2:23][C:24]([CH3:27])([CH3:26])[CH3:25])[N:9]=[C:10]([C:13]2[S:14][CH:15]=[CH:16][CH:17]=2)[C:11]=1[OH:12])=[O:5])[CH3:2]. The catalyst class is: 42. (2) Reactant: [C:1]([NH:5][C:6]([C:8]1[N:9]([CH2:30][CH3:31])[C:10]2[C:15]([N:16]=1)=[C:14]([NH:17][C@H:18]1[CH2:22][CH2:21][N:20](C(OC(C)(C)C)=O)[CH2:19]1)[N:13]=[CH:12][N:11]=2)=[O:7])([CH3:4])([CH3:3])[CH3:2].FC(F)(F)C(O)=O. Product: [C:1]([NH:5][C:6]([C:8]1[N:9]([CH2:30][CH3:31])[C:10]2[C:15]([N:16]=1)=[C:14]([NH:17][C@H:18]1[CH2:22][CH2:21][NH:20][CH2:19]1)[N:13]=[CH:12][N:11]=2)=[O:7])([CH3:4])([CH3:2])[CH3:3]. The catalyst class is: 4.